Dataset: Forward reaction prediction with 1.9M reactions from USPTO patents (1976-2016). Task: Predict the product of the given reaction. (1) Given the reactants [C:1]([OH:5])(=[O:4])[CH:2]=[CH2:3].[OH:6][CH2:7][CH:8]([CH2:10]O)[OH:9].[OH-].[K+].C1(C=CC(O)=CC=1)O, predict the reaction product. The product is: [C:1]([O:5][CH2:10][CH:8]([CH2:7][OH:6])[OH:9])(=[O:4])[CH:2]=[CH2:3]. (2) Given the reactants Br[C:2]1[C:9]([F:10])=[CH:8][CH:7]=[C:6]([N+:11]([O-:13])=[O:12])[C:3]=1[C:4]#[N:5].[CH3:14][C:15]([CH3:20])=[CH:16]B(O)O.[O-]P([O-])([O-])=O.[K+].[K+].[K+].C1(P(C2CCCCC2)C2C=CC=CC=2C2C(OC)=CC=CC=2OC)CCCCC1, predict the reaction product. The product is: [F:10][C:9]1[C:2]([CH:14]=[C:15]([CH3:20])[CH3:16])=[C:3]([C:6]([N+:11]([O-:13])=[O:12])=[CH:7][CH:8]=1)[C:4]#[N:5].